Dataset: Catalyst prediction with 721,799 reactions and 888 catalyst types from USPTO. Task: Predict which catalyst facilitates the given reaction. (1) Product: [NH2:1][C:4]1[CH:5]=[CH:6][C:7]([C:10]2[NH:14][N:13]=[CH:12][N:11]=2)=[CH:8][CH:9]=1. The catalyst class is: 78. Reactant: [N+:1]([C:4]1[CH:9]=[CH:8][C:7]([C:10]2[NH:14][N:13]=[CH:12][N:11]=2)=[CH:6][CH:5]=1)([O-])=O.OCC1(OC[C@@H](O)[C@@H](O)[C@H]1O)O. (2) Reactant: Cl[C:2]1[CH:3]=[CH:4][C:5]2[C:14]3[C:9](=[CH:10][N:11]=[CH:12][CH:13]=3)[C:8](=[O:15])[N:7]([CH:16]3[CH2:18][CH2:17]3)[C:6]=2[CH:19]=1.C(=O)([O-])[O-].[Cs+].[Cs+].C(P(C(C)(C)C)C1C=CC=CC=1C1C(C(C)C)=CC(C(C)C)=CC=1C(C)C)(C)(C)C.[C:56]([NH:63][C@H:64]([CH2:69][OH:70])[CH2:65][CH:66]([CH3:68])[CH3:67])([O:58][C:59]([CH3:62])([CH3:61])[CH3:60])=[O:57]. Product: [CH:16]1([N:7]2[C:6]3[CH:19]=[C:2]([O:70][CH2:69][C@@H:64]([NH:63][C:56](=[O:57])[O:58][C:59]([CH3:60])([CH3:62])[CH3:61])[CH2:65][CH:66]([CH3:68])[CH3:67])[CH:3]=[CH:4][C:5]=3[C:14]3[C:9](=[CH:10][N:11]=[CH:12][CH:13]=3)[C:8]2=[O:15])[CH2:18][CH2:17]1. The catalyst class is: 164. (3) Reactant: [Cl:1][CH2:2][CH:3]1[C:11]2[C:10]3[CH:12]=[CH:13][C:14]([S:16]([NH:19][CH2:20][CH2:21][OH:22])(=[O:18])=[O:17])=[CH:15][C:9]=3[C:8]([N+:23]([O-:25])=[O:24])=[CH:7][C:6]=2[NH:5][CH2:4]1.Cl.[CH3:27][N:28]([CH3:44])[CH2:29][CH2:30][O:31][C:32]1[CH:33]=[C:34]2[C:38](=[CH:39][CH:40]=1)[NH:37][C:36]([C:41](O)=[O:42])=[CH:35]2.CCN=C=NCCCN(C)C. Product: [Cl:1][CH2:2][CH:3]1[C:11]2[C:10]3[CH:12]=[CH:13][C:14]([S:16]([NH:19][CH2:20][CH2:21][OH:22])(=[O:17])=[O:18])=[CH:15][C:9]=3[C:8]([N+:23]([O-:25])=[O:24])=[CH:7][C:6]=2[N:5]([C:41]([C:36]2[NH:37][C:38]3[C:34]([CH:35]=2)=[CH:33][C:32]([O:31][CH2:30][CH2:29][N:28]([CH3:44])[CH3:27])=[CH:40][CH:39]=3)=[O:42])[CH2:4]1. The catalyst class is: 44. (4) Reactant: [I:1][C:2]1[CH:7]=[CH:6][C:5]([NH:8][C:9]2[N:14]=[CH:13][CH:12]=[CH:11][N:10]=2)=[CH:4][CH:3]=1.[H-].[Na+].I[CH:18]([CH3:20])[CH3:19].O. Product: [I:1][C:2]1[CH:3]=[CH:4][C:5]([N:8]([CH:18]([CH3:20])[CH3:19])[C:9]2[N:10]=[CH:11][CH:12]=[CH:13][N:14]=2)=[CH:6][CH:7]=1. The catalyst class is: 3. (5) Reactant: Br[CH2:2][C:3]1[C:8]([O:9][CH3:10])=[CH:7][CH:6]=[C:5]([O:11][CH3:12])[N:4]=1.C(=O)(O)[O-:14].[Na+].[I-].[Na+].O. Product: [CH3:10][O:9][C:8]1[C:3]([CH:2]=[O:14])=[N:4][C:5]([O:11][CH3:12])=[CH:6][CH:7]=1. The catalyst class is: 148.